Dataset: Full USPTO retrosynthesis dataset with 1.9M reactions from patents (1976-2016). Task: Predict the reactants needed to synthesize the given product. (1) Given the product [CH2:1]1[S:5][C@H:4]([CH2:6][OH:7])[O:3][C@@H:2]1[N:8]1[C:13](=[O:14])[N:12]=[C:11]([NH2:15])[C:10]([F:16])=[CH:9]1, predict the reactants needed to synthesize it. The reactants are: [CH2:1]1[S:5][C@@H:4]([CH2:6][OH:7])[O:3][C@H:2]1[N:8]1[C:13](=[O:14])[N:12]=[C:11]([NH2:15])[C:10]([F:16])=[CH:9]1.CC#N.C([O-])(=O)CCC.C[O-].[Na+]. (2) Given the product [CH2:16]1[C:15]2([CH2:31][CH2:32][N:12]([C:10](=[O:11])[CH2:9][NH:8][C:6]([NH:5][CH2:1][CH:2]([CH3:3])[CH3:4])=[O:7])[CH2:13][CH2:14]2)[CH2:20][NH:19][CH2:18][CH2:17]1, predict the reactants needed to synthesize it. The reactants are: [CH2:1]([NH:5][C:6]([NH:8][CH2:9][C:10]([N:12]1[CH2:32][CH2:31][C:15]2([CH2:20][N:19](C(OCC3C=CC=CC=3)=O)[CH2:18][CH2:17][CH2:16]2)[CH2:14][CH2:13]1)=[O:11])=[O:7])[CH:2]([CH3:4])[CH3:3].C1CCCCC=1.